From a dataset of Full USPTO retrosynthesis dataset with 1.9M reactions from patents (1976-2016). Predict the reactants needed to synthesize the given product. (1) Given the product [CH3:9][C:7]1[CH:8]=[C:2]2[C:3](=[CH:5][C:6]=1[N+:10]([O-:12])=[O:11])[NH:4][N:13]=[CH:1]2, predict the reactants needed to synthesize it. The reactants are: [CH3:1][C:2]1[CH:8]=[C:7]([CH3:9])[C:6]([N+:10]([O-:12])=[O:11])=[CH:5][C:3]=1[NH2:4].[N:13]([O-])=O.[Na+]. (2) The reactants are: [N+:1]([C:4]1[CH:21]=[CH:20][C:7]([O:8][CH2:9][O:10][C:11]2[CH:16]=[CH:15][C:14]([N+:17]([O-])=O)=[CH:13][CH:12]=2)=[CH:6][CH:5]=1)([O-])=O.O.NN. Given the product [CH2:9]([O:8][C:7]1[CH:20]=[CH:21][C:4]([NH2:1])=[CH:5][CH:6]=1)[O:10][C:11]1[CH:12]=[CH:13][C:14]([NH2:17])=[CH:15][CH:16]=1, predict the reactants needed to synthesize it. (3) Given the product [NH:28]1[C:29]2[C:25](=[C:24]([N:18]3[CH2:23][CH2:22][N:21]([CH:14]4[CH2:15][CH2:16][N:11]([C:9]5[CH:8]=[CH:7][CH:6]=[C:5]6[C:10]=5[N:1]=[CH:2][CH:3]=[CH:4]6)[CH2:12][CH2:13]4)[CH2:20][CH2:19]3)[CH:32]=[CH:31][CH:30]=2)[CH:26]=[CH:27]1, predict the reactants needed to synthesize it. The reactants are: [N:1]1[C:10]2[C:5](=[CH:6][CH:7]=[CH:8][C:9]=2[N:11]2[CH2:16][CH2:15][C:14](=O)[CH2:13][CH2:12]2)[CH:4]=[CH:3][CH:2]=1.[N:18]1([C:24]2[CH:32]=[CH:31][CH:30]=[C:29]3[C:25]=2[CH:26]=[CH:27][NH:28]3)[CH2:23][CH2:22][NH:21][CH2:20][CH2:19]1.C(O[BH-](OC(=O)C)OC(=O)C)(=O)C.[Na+].C(O)(=O)C. (4) Given the product [O:6]=[C:2]1[N:3]([C:26]2[CH:30]=[CH:29][C:21]([NH:22][C:5]([C:4]3[N:22]([CH2:8][C:9](=[O:10])[NH:11][C:12]4[CH:17]=[CH:16][C:15]([Cl:18])=[CH:14][N:13]=4)[C:21]4[CH:25]=[CH:24][CH:26]=[CH:30][C:29]=4[N:3]=3)=[O:1])=[CH:25][CH:24]=2)[CH2:4][CH2:5][O:1]1, predict the reactants needed to synthesize it. The reactants are: [O:1]1[CH2:5][CH2:4][NH:3][C:2]1=[O:6].Br[CH2:8][C:9]([NH:11][C:12]1[CH:17]=[CH:16][C:15]([Cl:18])=[CH:14][N:13]=1)=[O:10].BrC[C:21]1[CH:25]=[C:24]([C:26]2SC(Cl)=[CH:29][CH:30]=2)O[N:22]=1. (5) Given the product [NH2:1][CH2:2][CH2:3][CH2:4][CH:5]1[CH2:10][CH2:9][N:8]([C:11]([O:13][C:14]([CH3:17])([CH3:16])[CH3:15])=[O:12])[CH2:7][CH2:6]1, predict the reactants needed to synthesize it. The reactants are: [NH2:1][C:2](=O)[CH2:3][CH2:4][CH:5]1[CH2:10][CH2:9][N:8]([C:11]([O:13][C:14]([CH3:17])([CH3:16])[CH3:15])=[O:12])[CH2:7][CH2:6]1. (6) Given the product [C:50]1([CH2:49][CH2:48][NH:56][C:57](=[O:68])[O:58][CH2:11][CH:12]2[CH2:17][CH2:16][CH:15]([CH2:18][N:19]([CH2:40][C:41]3[CH:42]=[CH:43][CH:44]=[CH:45][CH:46]=3)[S:20]([NH:23][C:24](=[O:39])[C:25]3[CH:30]=[C:29]([C:31]([F:32])([F:33])[F:34])[CH:28]=[C:27]([C:35]([F:36])([F:37])[F:38])[CH:26]=3)(=[O:21])=[O:22])[CH2:14][CH2:13]2)[CH:55]=[CH:54][CH:53]=[CH:52][CH:51]=1, predict the reactants needed to synthesize it. The reactants are: C(NC(=O)O[CH2:11][CH:12]1[CH2:17][CH2:16][CH:15]([CH2:18][N:19]([CH2:40][C:41]2[CH:46]=[CH:45][CH:44]=[CH:43][CH:42]=2)[S:20]([NH:23][C:24](=[O:39])[C:25]2[CH:30]=[C:29]([C:31]([F:34])([F:33])[F:32])[CH:28]=[C:27]([C:35]([F:38])([F:37])[F:36])[CH:26]=2)(=[O:22])=[O:21])[CH2:14][CH2:13]1)C1C=CC=CC=1.[CH2:48]([N:56]=[C:57]=[O:58])[CH2:49][C:50]1[CH:55]=[CH:54][CH:53]=[CH:52][CH:51]=1.C(N=C=[O:68])C1C=CC=CC=1.